Dataset: Forward reaction prediction with 1.9M reactions from USPTO patents (1976-2016). Task: Predict the product of the given reaction. (1) Given the reactants [CH3:1][C:2]1[C:11]2[C:6](=[N:7][C:8]([C:12]3[CH:17]=[CH:16][CH:15]=[C:14]([C:18]([F:21])([F:20])[F:19])[CH:13]=3)=[CH:9][CH:10]=2)[NH:5][CH2:4][CH:3]=1, predict the reaction product. The product is: [CH3:1][CH:2]1[C:11]2[C:6](=[N:7][C:8]([C:12]3[CH:17]=[CH:16][CH:15]=[C:14]([C:18]([F:21])([F:19])[F:20])[CH:13]=3)=[CH:9][CH:10]=2)[NH:5][CH2:4][CH2:3]1. (2) Given the reactants [BH4-].[Na+].[CH:3]([C:6]1[CH:7]=[CH:8][C:9]2[C:13](=[CH:14][CH:15]=1)[CH:12]=[C:11]([CH:16]=[O:17])[CH:10]=2)([CH3:5])[CH3:4].CC(C)=O, predict the reaction product. The product is: [CH:3]([C:6]1[CH:7]=[CH:8][C:9]2[C:13](=[CH:14][CH:15]=1)[CH:12]=[C:11]([CH2:16][OH:17])[CH:10]=2)([CH3:5])[CH3:4]. (3) Given the reactants C[Si](C)(C)CC[O:5][C:6](=[O:21])[CH2:7][CH2:8][C:9]([C:11]1[C:19]2[C:14](=[CH:15][CH:16]=[C:17]([Cl:20])[CH:18]=2)[NH:13][CH:12]=1)=[O:10].Cl[C:25]1[N:30]=[C:29]([C:31]2[CH:36]=[CH:35][CH:34]=[CH:33][CH:32]=2)[N:28]=[C:27]([N:37]2[C:46]3[C:41](=[CH:42][CH:43]=[CH:44][CH:45]=3)[CH2:40][CH2:39][CH2:38]2)[N:26]=1, predict the reaction product. The product is: [Cl:20][C:17]1[CH:18]=[C:19]2[C:14](=[CH:15][CH:16]=1)[N:13]([C:25]1[N:26]=[C:27]([N:37]3[C:46]4[C:41](=[CH:42][CH:43]=[CH:44][CH:45]=4)[CH2:40][CH2:39][CH2:38]3)[N:28]=[C:29]([C:31]3[CH:36]=[CH:35][CH:34]=[CH:33][CH:32]=3)[N:30]=1)[CH:12]=[C:11]2[C:9](=[O:10])[CH2:8][CH2:7][C:6]([OH:5])=[O:21].